Task: Predict the product of the given reaction.. Dataset: Forward reaction prediction with 1.9M reactions from USPTO patents (1976-2016) Given the reactants [ClH:1].Cl.[NH2:3][C@H:4]1[CH2:9][CH2:8][C@H:7]([CH2:10][CH2:11][N:12]2[CH2:16][C@H:15]3[C:17]4[CH:18]=[C:19]([C:25]#[N:26])[CH:20]=[CH:21][C:22]=4[O:23][CH2:24][C@@H:14]3[CH2:13]2)[CH2:6][CH2:5]1.[Cl:27][C:28]1[N:33]=[CH:32][CH:31]=[CH:30][N:29]=1.C(=O)([O-])[O-].[Na+].[Na+].Cl, predict the reaction product. The product is: [ClH:27].[ClH:1].[N:29]1[CH:30]=[CH:31][CH:32]=[N:33][C:28]=1[NH:3][C@H:4]1[CH2:9][CH2:8][C@H:7]([CH2:10][CH2:11][N:12]2[CH2:16][C@H:15]3[C:17]4[CH:18]=[C:19]([C:25]#[N:26])[CH:20]=[CH:21][C:22]=4[O:23][CH2:24][C@@H:14]3[CH2:13]2)[CH2:6][CH2:5]1.